Dataset: Full USPTO retrosynthesis dataset with 1.9M reactions from patents (1976-2016). Task: Predict the reactants needed to synthesize the given product. Given the product [CH2:1]([O:3][C:4]1[C:8]([CH2:9][CH2:10][O:11][C:23]2[CH:24]=[C:25]([CH:34]=[CH:35][CH:36]=2)[O:26][C:27]([CH3:33])([CH3:32])[C:28]([OH:30])=[O:29])=[CH:7][N:6]([C:12]2[CH:17]=[CH:16][C:15]([C:18]([F:20])([F:19])[F:21])=[CH:14][N:13]=2)[N:5]=1)[CH3:2], predict the reactants needed to synthesize it. The reactants are: [CH2:1]([O:3][C:4]1[C:8]([CH2:9][CH2:10][OH:11])=[CH:7][N:6]([C:12]2[CH:17]=[CH:16][C:15]([C:18]([F:21])([F:20])[F:19])=[CH:14][N:13]=2)[N:5]=1)[CH3:2].O[C:23]1[CH:24]=[C:25]([CH:34]=[CH:35][CH:36]=1)[O:26][C:27]([CH3:33])([CH3:32])[C:28]([O:30]C)=[O:29].C(P(CCCC)CCCC)CCC.N(C(N1CCCCC1)=O)=NC(N1CCCCC1)=O.